This data is from Retrosynthesis with 50K atom-mapped reactions and 10 reaction types from USPTO. The task is: Predict the reactants needed to synthesize the given product. (1) Given the product O=C(NCCC1CC1)c1ccc(N2CCC(C(=O)c3ccc(F)cc3)CC2)nn1, predict the reactants needed to synthesize it. The reactants are: O=C(NCCC1CC1)c1ccc(Cl)nn1.O=C(c1ccc(F)cc1)C1CCNCC1. (2) Given the product Brc1ccc(-c2nsc3cc(C#CCCN4CCC4)ccc23)cc1, predict the reactants needed to synthesize it. The reactants are: C1CNC1.CS(=O)(=O)OCCC#Cc1ccc2c(-c3ccc(Br)cc3)nsc2c1. (3) Given the product Nc1nccn2c(C3CCC3)nc(-c3ccc4[nH]ccc4c3)c12, predict the reactants needed to synthesize it. The reactants are: CC1(C)OB(c2ccc3[nH]ccc3c2)OC1(C)C.Nc1nccn2c(C3CCC3)nc(I)c12.